Dataset: Full USPTO retrosynthesis dataset with 1.9M reactions from patents (1976-2016). Task: Predict the reactants needed to synthesize the given product. (1) Given the product [Cl:64][C:65]1[CH:66]=[CH:67][C:68]([C:71]2[CH:75]=[C:26]([C:24]([NH:23][C:20]3[CH:19]=[CH:18][C:17]([C:12]4[CH:11]=[C:10]5[C:15]([CH2:16][N:8]([C@@H:3]([CH:2]([CH3:1])[CH3:38])[C:4]([O:6][CH3:7])=[O:5])[C:9]5=[O:37])=[CH:14][CH:13]=4)=[CH:22][CH:21]=3)=[O:25])[O:73][N:72]=2)=[CH:69][CH:70]=1, predict the reactants needed to synthesize it. The reactants are: [CH3:1][CH:2]([CH3:38])[C@H:3]([N:8]1[CH2:16][C:15]2[C:10](=[CH:11][C:12]([C:17]3[CH:22]=[CH:21][C:20]([NH:23][C:24]([C:26]4SC(C5C=CC=CC=5)=CN=4)=[O:25])=[CH:19][CH:18]=3)=[CH:13][CH:14]=2)[C:9]1=[O:37])[C:4]([O:6][CH3:7])=[O:5].NC1C=CC(C2C=C3C(CN([C@@H](C(C)C)C(OC)=O)C3=O)=CC=2)=CC=1.[Cl:64][C:65]1[CH:70]=[CH:69][C:68]([C:71]2[CH:75]=C(C(OCC)=O)[O:73][N:72]=2)=[CH:67][CH:66]=1. (2) The reactants are: [CH2:1]([O:3][C:4]([C:6]1([C:9]2[CH:14]=[CH:13][C:12]([C:15]3[CH:20]=[CH:19][C:18]([C:21]4[S:22][C:23]([F:29])=[CH:24][C:25]=4C(O)=O)=[CH:17][C:16]=3[O:30][CH3:31])=[CH:11][CH:10]=2)[CH2:8][CH2:7]1)=[O:5])[CH3:2].C([N:34]([CH2:37]C)CC)C.C1(P(N=[N+]=[N-])(C2C=CC=CC=2)=[O:46])C=CC=CC=1.[S:56]1[CH:60]=[CH:59][CH:58]=[C:57]1[C@H:61]([OH:63])[CH3:62]. Given the product [CH2:1]([O:3][C:4]([C:6]1([C:9]2[CH:10]=[CH:11][C:12]([C:15]3[CH:20]=[CH:19][C:18]([C:21]4[S:22][C:23]([F:29])=[CH:24][C:25]=4[NH:34][C:37]([O:63][C@@H:61]([C:57]4[S:56][CH:60]=[CH:59][CH:58]=4)[CH3:62])=[O:46])=[CH:17][C:16]=3[O:30][CH3:31])=[CH:13][CH:14]=2)[CH2:7][CH2:8]1)=[O:5])[CH3:2], predict the reactants needed to synthesize it. (3) Given the product [OH:18][CH:19]1[CH2:20][N:21]([C:23]2[S:24][CH:25]=[C:26]([C:28](=[O:36])[NH:29][C:30]3[CH:35]=[CH:34][CH:33]=[CH:32][CH:31]=3)[N:27]=2)[CH2:22]1, predict the reactants needed to synthesize it. The reactants are: [Si]([O:18][CH:19]1[CH2:22][N:21]([C:23]2[S:24][CH:25]=[C:26]([C:28](=[O:36])[NH:29][C:30]3[CH:35]=[CH:34][CH:33]=[CH:32][CH:31]=3)[N:27]=2)[CH2:20]1)(C(C)(C)C)(C1C=CC=CC=1)C1C=CC=CC=1.[F-].C([N+](CCCC)(CCCC)CCCC)CCC. (4) Given the product [C:17]([C:6]1[CH:5]=[CH:4][C:3]([NH:8][S:9]([CH3:12])(=[O:11])=[O:10])=[C:2]([CH3:1])[CH:7]=1)(=[O:19])[CH3:18], predict the reactants needed to synthesize it. The reactants are: [CH3:1][C:2]1[CH:7]=[CH:6][CH:5]=[CH:4][C:3]=1[NH:8][S:9]([CH3:12])(=[O:11])=[O:10].[Cl-].[Al+3].[Cl-].[Cl-].[C:17](Cl)(=[O:19])[CH3:18].Cl.